Dataset: hERG potassium channel inhibition data for cardiac toxicity prediction from Karim et al.. Task: Regression/Classification. Given a drug SMILES string, predict its toxicity properties. Task type varies by dataset: regression for continuous values (e.g., LD50, hERG inhibition percentage) or binary classification for toxic/non-toxic outcomes (e.g., AMES mutagenicity, cardiotoxicity, hepatotoxicity). Dataset: herg_karim. (1) The compound is CS(=O)(=O)N1CCC2(CC1)CC(C(=O)N1CCN(C3CCC3)CC1)C2. The result is 0 (non-blocker). (2) The molecule is CCc1sc(-c2cn(CC3CCOCC3)c3c(Cl)cccc23)nc1C[C@@H](C)NCCO. The result is 1 (blocker). (3) The molecule is C[C@@H]1NC(c2cnccn2)=N[C@@]1(c1ccc(F)cc1)c1ccc(F)nc1. The result is 0 (non-blocker). (4) The compound is Cc1nn(C)c(C)c1NS(=O)(=O)c1c(Cl)cc(-c2ccnc(N3CCNCC3)c2)cc1Cl. The result is 0 (non-blocker). (5) The compound is CC(CC#N)N1C(=O)c2ccccc2C1C(=O)NCc1ccc(OC(F)(F)F)cc1. The result is 0 (non-blocker). (6) The compound is COC(=O)C1(CNC(=O)c2cc(OC)cc(OC)c2)CCN(Cc2ccc(C(F)(F)F)cc2)CC1. The result is 1 (blocker). (7) The drug is Cc1ccc(Cc2cc[n+](C)c(COc3ccc(C)cc3)c2)cc1. The result is 1 (blocker). (8) The drug is CN1CCC(S(=O)(=O)c2c(Cl)ccc(NC(=O)Nc3cccc(Cl)c3Cl)c2O)CC1. The result is 0 (non-blocker). (9) The compound is Cc1csc(-c2nnc(Nc3ccc(Oc4ncccc4-c4ccnc(N)n4)cc3)c3ccccc23)c1. The result is 0 (non-blocker). (10) The molecule is CCOC[C@@H](CC(C)C)NC(=O)[C@@H]1CNC[C@H](C(=O)N(c2cc(OC)c(C(C)C)cn2)C2CC2)[C@@H]1O.Cl. The result is 0 (non-blocker).